This data is from Full USPTO retrosynthesis dataset with 1.9M reactions from patents (1976-2016). The task is: Predict the reactants needed to synthesize the given product. (1) Given the product [OH:11][N:12]([CH:13]([CH2:23][S:24]([N:27]1[CH2:28][CH2:29][N:30]([C:33]2[CH:38]=[CH:37][C:36]([C:39]#[C:40][C:41]3[CH:46]=[CH:45][C:44]([C:47]([F:50])([F:49])[F:48])=[CH:43][N:42]=3)=[CH:35][N:34]=2)[CH2:31][CH2:32]1)(=[O:26])=[O:25])[CH2:14][CH2:15][CH2:16][C:17]1[N:18]=[CH:19][CH:20]=[CH:21][N:22]=1)[CH:1]=[O:3], predict the reactants needed to synthesize it. The reactants are: [CH:1]([OH:3])=O.C(OC(=O)C)(=O)C.[OH:11][NH:12][CH:13]([CH2:23][S:24]([N:27]1[CH2:32][CH2:31][N:30]([C:33]2[CH:38]=[CH:37][C:36]([C:39]#[C:40][C:41]3[CH:46]=[CH:45][C:44]([C:47]([F:50])([F:49])[F:48])=[CH:43][N:42]=3)=[CH:35][N:34]=2)[CH2:29][CH2:28]1)(=[O:26])=[O:25])[CH2:14][CH2:15][CH2:16][C:17]1[N:22]=[CH:21][CH:20]=[CH:19][N:18]=1. (2) Given the product [CH2:24]([O:23][C:21](=[O:22])[C:20]([NH:2][CH2:3][C:4](=[O:9])[C:5]([CH3:8])([CH3:7])[CH3:6])=[O:26])[CH3:25], predict the reactants needed to synthesize it. The reactants are: Cl.[NH2:2][CH2:3][C:4](=[O:9])[C:5]([CH3:8])([CH3:7])[CH3:6].C(N(CC)C(C)C)(C)C.Cl[C:20](=[O:26])[C:21]([O:23][CH2:24][CH3:25])=[O:22]. (3) Given the product [CH3:17][O:16][C:10]1[CH:9]=[C:8]([CH:13]=[CH:12][C:11]=1[O:14][CH3:15])[C:6]([C:5]1[CH:18]=[CH:19][C:20]2[O:21][CH2:1][O:2][C:3]=2[CH:4]=1)=[O:7], predict the reactants needed to synthesize it. The reactants are: [CH3:1][O:2][C:3]1[CH:4]=[C:5]([CH:18]=[CH:19][C:20]=1[O:21]C)[C:6]([C:8]1[CH:13]=[CH:12][C:11]([O:14][CH3:15])=[C:10]([O:16][CH3:17])[CH:9]=1)=[O:7].C1(OC)C(=CC=CC=1)OC.[Cl-].[Al+3].[Cl-].[Cl-].C(Cl)(=O)C1C=CC2OCOC=2C=1. (4) Given the product [Si:1]([N:8]1[C:16]2[C:11](=[C:12]([N:21]3[CH2:20][CH2:19][N:18]([C:24]([O:26][C:27]([CH3:30])([CH3:29])[CH3:28])=[O:25])[CH2:23][CH2:22]3)[CH:13]=[CH:14][CH:15]=2)[CH:10]=[CH:9]1)([C:4]([CH3:7])([CH3:6])[CH3:5])([CH3:3])[CH3:2], predict the reactants needed to synthesize it. The reactants are: [Si:1]([N:8]1[C:16]2[C:11](=[C:12](Cl)[CH:13]=[CH:14][CH:15]=2)[CH:10]=[CH:9]1)([C:4]([CH3:7])([CH3:6])[CH3:5])([CH3:3])[CH3:2].[N:18]1([C:24]([O:26][C:27]([CH3:30])([CH3:29])[CH3:28])=[O:25])[CH2:23][CH2:22][NH:21][CH2:20][CH2:19]1.C1(P(C2CCCCC2)C2C=CC=CC=2C2C=CC=CC=2)CCCCC1.C(O[Na])(C)(C)C.OP([O-])(O)=O.[K+]. (5) Given the product [ClH:41].[ClH:41].[NH:8]1[CH2:9][CH2:10][CH:11]([N:15]2[CH2:19][CH2:18][CH2:17][C@H:16]2[CH2:20][OH:21])[CH2:12][CH2:13]1, predict the reactants needed to synthesize it. The reactants are: C(OC([N:8]1[CH2:13][CH2:12][C:11](=O)[CH2:10][CH2:9]1)=O)(C)(C)C.[NH:15]1[CH2:19][CH2:18][CH2:17][CH:16]1[CH2:20][OH:21].C(O)(=O)C.C(O[BH-](OC(=O)C)OC(=O)C)(=O)C.[Na+].C(Cl)[Cl:41]. (6) Given the product [C:1]([N:5]1[C:9]2[NH:10][C:18](=[O:19])[CH:17]=[CH:22][C:8]=2[C:7]([CH:11]2[CH2:14][CH2:13][CH2:12]2)=[N:6]1)([CH3:4])([CH3:2])[CH3:3], predict the reactants needed to synthesize it. The reactants are: [C:1]([N:5]1[C:9]([NH2:10])=[CH:8][C:7]([CH:11]2[CH2:14][CH2:13][CH2:12]2)=[N:6]1)([CH3:4])([CH3:3])[CH3:2].CO[C:17](OC)([CH3:22])[C:18](OC)=[O:19]. (7) Given the product [C:1]([O:5][C:6](=[O:18])[N:7]([C:8]1[CH:9]=[N:10][CH:11]=[CH:12][C:13]=1[C:21]1[CH:22]=[CH:23][CH:24]=[CH:25][C:20]=1[Cl:19])[CH2:15][CH2:16][F:17])([CH3:4])([CH3:3])[CH3:2], predict the reactants needed to synthesize it. The reactants are: [C:1]([O:5][C:6](=[O:18])[N:7]([CH2:15][CH2:16][F:17])[C:8]1[CH:9]=[N:10][CH:11]=[CH:12][C:13]=1I)([CH3:4])([CH3:3])[CH3:2].[Cl:19][C:20]1[CH:25]=[CH:24][CH:23]=[CH:22][C:21]=1B(O)O.